From a dataset of Forward reaction prediction with 1.9M reactions from USPTO patents (1976-2016). Predict the product of the given reaction. (1) Given the reactants [CH:1]1([CH2:4][O:5][C:6]2[N:11]=[C:10]([C:12]([OH:14])=O)[CH:9]=[CH:8][C:7]=2[N:15]2[CH2:18][C:17]([F:20])([F:19])[CH2:16]2)[CH2:3][CH2:2]1.[C:21]([NH:25][CH2:26][CH2:27][C:28]([NH2:30])=[O:29])([CH3:24])([CH3:23])[CH3:22].CN(C(ON1N=NC2C=CC=CC1=2)=[N+](C)C)C.[B-](F)(F)(F)F.CCN(C(C)C)C(C)C, predict the reaction product. The product is: [C:21]([N:25]([CH2:26][CH2:27][C:28](=[O:29])[NH2:30])[C:12]([C:10]1[CH:9]=[CH:8][C:7]([N:15]2[CH2:18][C:17]([F:20])([F:19])[CH2:16]2)=[C:6]([O:5][CH2:4][CH:1]2[CH2:2][CH2:3]2)[N:11]=1)=[O:14])([CH3:24])([CH3:23])[CH3:22]. (2) Given the reactants [CH3:1][C:2]([CH3:13])([C:7]1[CH:12]=[CH:11][CH:10]=[CH:9][CH:8]=1)[CH2:3][C:4]([OH:6])=[O:5].C(=O)=O.CC(C)=O.C([N-]C(C)C)(C)C.[Li+].CN1CCCN(C)C1=O.[CH3:38][S:39]SC, predict the reaction product. The product is: [CH3:1][C:2]([C:7]1[CH:12]=[CH:11][CH:10]=[CH:9][CH:8]=1)([CH3:13])[CH:3]([S:39][CH3:38])[C:4]([OH:6])=[O:5]. (3) Given the reactants [CH3:1][N:2]1[C:6]([CH3:7])=[C:5]([CH:8]=[O:9])[C:4](=[O:10])[N:3]1[C:11]1[CH:16]=[CH:15][CH:14]=[CH:13][CH:12]=1.[O-:17][Mn](=O)(=O)=O.[K+].[OH-].[K+], predict the reaction product. The product is: [CH3:1][N:2]1[C:6]([CH3:7])=[C:5]([C:8]([OH:17])=[O:9])[C:4](=[O:10])[N:3]1[C:11]1[CH:16]=[CH:15][CH:14]=[CH:13][CH:12]=1. (4) Given the reactants Br[C:2]1[S:6][C:5]2=[C:7]([C:10]3[CH:11]=[N:12][CH:13]=[CH:14][CH:15]=3)[N:8]=[CH:9][N:4]2[C:3]=1[CH2:16][O:17][Si:18]([CH2:23][CH3:24])([CH2:21][CH3:22])[CH2:19][CH3:20].C([Mg]Br)C.CN(OC)[C:31](=[O:34])[CH2:32][CH3:33].[Cl-].[NH4+], predict the reaction product. The product is: [C:31]([C:2]1[S:6][C:5]2=[C:7]([C:10]3[CH:11]=[N:12][CH:13]=[CH:14][CH:15]=3)[N:8]=[CH:9][N:4]2[C:3]=1[CH2:16][O:17][Si:18]([CH2:23][CH3:24])([CH2:21][CH3:22])[CH2:19][CH3:20])(=[O:34])[CH2:32][CH3:33].